The task is: Predict the reaction yield, written as a fraction of the theoretical maximum amount of product (1.0 means a 100% yield; for example, 0.34 means a 34% yield).. This data is from Reaction yield outcomes from USPTO patents with 853,638 reactions. (1) The reactants are C[O:2][C:3]1[CH:4]=[C:5]([C:12]2[C:13](=[O:33])[NH:14][C:15](=[O:32])[C:16]=2[C:17]2[C:25]3[C:20](=[CH:21][CH:22]=[CH:23][CH:24]=3)[N:19]([CH:26]3[CH2:31][CH2:30][NH:29][CH2:28][CH2:27]3)[CH:18]=2)[C:6]2[O:10][CH:9]=[CH:8][C:7]=2[CH:11]=1.Cl.N1C=CC=CC=1. No catalyst specified. The product is [OH:2][C:3]1[CH:4]=[C:5]([C:12]2[C:13](=[O:33])[NH:14][C:15](=[O:32])[C:16]=2[C:17]2[C:25]3[C:20](=[CH:21][CH:22]=[CH:23][CH:24]=3)[N:19]([CH:26]3[CH2:27][CH2:28][NH:29][CH2:30][CH2:31]3)[CH:18]=2)[C:6]2[O:10][CH:9]=[CH:8][C:7]=2[CH:11]=1. The yield is 0.700. (2) The reactants are C([O:3][C:4]([C@H:6]1[CH2:11][CH2:10][C@@H:9]([NH:12][C:13]2[N:18]=[C:17]([N:19]([CH3:21])[CH3:20])[CH:16]=[C:15]([CH3:22])[N:14]=2)[CH2:8][CH2:7]1)=[O:5])C.[OH-].[K+].Cl. The catalyst is O.C(O)C. The product is [CH3:21][N:19]([CH3:20])[C:17]1[CH:16]=[C:15]([CH3:22])[N:14]=[C:13]([NH:12][C@@H:9]2[CH2:10][CH2:11][C@H:6]([C:4]([OH:5])=[O:3])[CH2:7][CH2:8]2)[N:18]=1. The yield is 0.550. (3) The reactants are Cl.[CH2:2]([NH:4][C:5]([N:7]1[CH2:11][C:10]([CH3:13])([CH3:12])[CH:9]=[N:8]1)=[NH:6])[CH3:3].CCN(P1(N(C)CCCN1C)=NC(C)(C)C)CC.[Br:32][C:33]1[CH:34]=[C:35]([S:46](Cl)(=[O:48])=[O:47])[CH:36]=[CH:37][C:38]=1[NH:39][C:40](=[O:45])[C:41]([F:44])([F:43])[F:42].Cl. The catalyst is C1COCC1. The product is [Br:32][C:33]1[CH:34]=[C:35]([S:46](=[O:48])(=[O:47])[N:6]=[C:5]([N:7]2[CH2:11][C:10]([CH3:12])([CH3:13])[CH:9]=[N:8]2)[NH:4][CH2:2][CH3:3])[CH:36]=[CH:37][C:38]=1[NH:39][C:40](=[O:45])[C:41]([F:43])([F:44])[F:42]. The yield is 0.780. (4) The catalyst is O1CCCC1. The yield is 0.510. The reactants are [N:1]1([C:6]2[CH:37]=[CH:36][C:9]([C:10]([NH:12][C@@H:13]([CH2:17][N:18]([C:29]([O:31][C:32]([CH3:35])([CH3:34])[CH3:33])=[O:30])[C@@H:19]3[CH2:21][C@H:20]3[C:22]3[CH:27]=[CH:26][C:25]([F:28])=[CH:24][CH:23]=3)[C:14](O)=[O:15])=[O:11])=[CH:8][CH:7]=2)[CH:5]=[CH:4][CH:3]=[N:2]1.C(OP(ON1C(=O)C2C=CC=CC=2N=N1)(OCC)=O)C.N1C=CN=C1.[CH3:63][N:64]1[CH2:69][CH2:68][NH:67][CH2:66][CH2:65]1. The product is [N:1]1([C:6]2[CH:7]=[CH:8][C:9]([C:10]([NH:12][C@H:13]([C:14]([N:67]3[CH2:68][CH2:69][N:64]([CH3:63])[CH2:65][CH2:66]3)=[O:15])[CH2:17][N:18]([C@@H:19]3[CH2:21][C@H:20]3[C:22]3[CH:27]=[CH:26][C:25]([F:28])=[CH:24][CH:23]=3)[C:29](=[O:30])[O:31][C:32]([CH3:33])([CH3:34])[CH3:35])=[O:11])=[CH:36][CH:37]=2)[CH:5]=[CH:4][CH:3]=[N:2]1. (5) The reactants are [F:1][C:2]1[CH:10]=[C:9]2[C:5]([C:6]([CH:11]=[O:12])=[CH:7][NH:8]2)=[CH:4][CH:3]=1.N1C2C(=CC=CC=2)C=[C:14]1C(OCC)=O. No catalyst specified. The product is [F:1][C:2]1[CH:10]=[C:9]2[C:5]([C:6]([CH:11]=[O:12])=[CH:7][N:8]2[CH3:14])=[CH:4][CH:3]=1. The yield is 0.940. (6) The reactants are [Br-].[CH3:2][C:3]1[CH:28]=[CH:27][CH:26]=[C:25]([CH3:29])[C:4]=1[CH2:5][P+](C1C=CC=CC=1)(C1C=CC=CC=1)C1C=CC=CC=1.[CH:30]([C:32]1[CH:33]=[C:34]([CH:39]=[CH:40][CH:41]=1)[C:35]([O:37][CH3:38])=[O:36])=O. No catalyst specified. The product is [CH3:29][C:25]1[CH:26]=[CH:27][CH:28]=[C:3]([CH3:2])[C:4]=1[CH:5]=[CH:30][C:32]1[CH:33]=[C:34]([CH:39]=[CH:40][CH:41]=1)[C:35]([O:37][CH3:38])=[O:36]. The yield is 0.710. (7) The reactants are Br[C:2]1[CH:3]=[CH:4][C:5]2[O:9][CH:8]=[CH:7][C:6]=2[CH:10]=1.[Br-].[CH:12]1([Zn+])[CH2:17][CH2:16][CH2:15][CH2:14][CH2:13]1. The catalyst is C1COCC1.C(OCC)(=O)C.CC(C)([P](C(C)(C)C)([Pd][P](C(C)(C)C)(C(C)(C)C)C(C)(C)C)C(C)(C)C)C. The product is [CH:12]1([C:2]2[CH:3]=[CH:4][C:5]3[O:9][CH:8]=[CH:7][C:6]=3[CH:10]=2)[CH2:17][CH2:16][CH2:15][CH2:14][CH2:13]1. The yield is 0.430. (8) The reactants are P([O-])([O-])([O-])=O.[K+].[K+].[K+].Cl[C:10]1[CH:11]=[CH:12][C:13]2[N:19]3[CH2:20][C@H:16]([CH2:17][CH2:18]3)[N:15]([C:21]([NH:23][C:24]3[CH:29]=[N:28][CH:27]=[CH:26][N:25]=3)=[O:22])[C:14]=2[N:30]=1.[CH3:31][N:32]1[CH:37]=[C:36](B2OC(C)(C)C(C)(C)O2)[CH:35]=[CH:34][C:33]1=[O:47].CC(C1C=C(C(C)C)C(C2C=CC=CC=2P(C2CCCCC2)C2CCCCC2)=C(C(C)C)C=1)C. The catalyst is O1CCOCC1.C1C=CC(/C=C/C(/C=C/C2C=CC=CC=2)=O)=CC=1.C1C=CC(/C=C/C(/C=C/C2C=CC=CC=2)=O)=CC=1.C1C=CC(/C=C/C(/C=C/C2C=CC=CC=2)=O)=CC=1.[Pd].[Pd].O. The product is [CH3:31][N:32]1[C:33](=[O:47])[CH:34]=[CH:35][C:36]([C:10]2[CH:11]=[CH:12][C:13]3[N:19]4[CH2:20][C@H:16]([CH2:17][CH2:18]4)[N:15]([C:21]([NH:23][C:24]4[CH:29]=[N:28][CH:27]=[CH:26][N:25]=4)=[O:22])[C:14]=3[N:30]=2)=[CH:37]1. The yield is 0.532. (9) The reactants are Cl[C:2]1[N:3]=[CH:4][C:5]([C:8]([NH:10][C:11]2[NH:12][N:13]=[C:14]([O:16][CH2:17][C:18]3[CH:23]=[C:22]([O:24][CH3:25])[CH:21]=[C:20]([O:26][CH3:27])[CH:19]=3)[CH:15]=2)=[O:9])=[N:6][CH:7]=1.[CH3:28][N:29]1[CH2:34][CH2:33][NH:32][CH2:31][CH:30]1[CH3:35]. The catalyst is CS(C)=O. The product is [CH3:27][O:26][C:20]1[CH:19]=[C:18]([CH2:17][O:16][C:14]2[CH:15]=[C:11]([NH:10][C:8]([C:5]3[CH:4]=[N:3][C:2]([N:32]4[CH2:33][CH2:34][N:29]([CH3:28])[CH:30]([CH3:35])[CH2:31]4)=[CH:7][N:6]=3)=[O:9])[NH:12][N:13]=2)[CH:23]=[C:22]([O:24][CH3:25])[CH:21]=1. The yield is 0.840.